This data is from NCI-60 drug combinations with 297,098 pairs across 59 cell lines. The task is: Regression. Given two drug SMILES strings and cell line genomic features, predict the synergy score measuring deviation from expected non-interaction effect. (1) Drug 1: COC1=C(C=C2C(=C1)N=CN=C2NC3=CC(=C(C=C3)F)Cl)OCCCN4CCOCC4. Drug 2: CC(C1=C(C=CC(=C1Cl)F)Cl)OC2=C(N=CC(=C2)C3=CN(N=C3)C4CCNCC4)N. Cell line: PC-3. Synergy scores: CSS=11.5, Synergy_ZIP=-7.32, Synergy_Bliss=-6.97, Synergy_Loewe=-5.55, Synergy_HSA=-5.33. (2) Drug 1: CC1=C(C=C(C=C1)C(=O)NC2=CC(=CC(=C2)C(F)(F)F)N3C=C(N=C3)C)NC4=NC=CC(=N4)C5=CN=CC=C5. Drug 2: CCC1=C2CN3C(=CC4=C(C3=O)COC(=O)C4(CC)O)C2=NC5=C1C=C(C=C5)O. Cell line: OVCAR-8. Synergy scores: CSS=23.7, Synergy_ZIP=-5.06, Synergy_Bliss=-1.05, Synergy_Loewe=-26.8, Synergy_HSA=-5.71. (3) Drug 1: CC1=C2C(C(=O)C3(C(CC4C(C3C(C(C2(C)C)(CC1OC(=O)C(C(C5=CC=CC=C5)NC(=O)OC(C)(C)C)O)O)OC(=O)C6=CC=CC=C6)(CO4)OC(=O)C)O)C)O. Drug 2: CC=C1C(=O)NC(C(=O)OC2CC(=O)NC(C(=O)NC(CSSCCC=C2)C(=O)N1)C(C)C)C(C)C. Cell line: COLO 205. Synergy scores: CSS=6.52, Synergy_ZIP=1.44, Synergy_Bliss=-0.405, Synergy_Loewe=-45.6, Synergy_HSA=-3.86. (4) Drug 1: CN1C2=C(C=C(C=C2)N(CCCl)CCCl)N=C1CCCC(=O)O.Cl. Drug 2: COC1=NC(=NC2=C1N=CN2C3C(C(C(O3)CO)O)O)N. Cell line: DU-145. Synergy scores: CSS=0.706, Synergy_ZIP=-0.213, Synergy_Bliss=-1.34, Synergy_Loewe=0.334, Synergy_HSA=-1.36. (5) Drug 1: CC12CCC3C(C1CCC2=O)CC(=C)C4=CC(=O)C=CC34C. Drug 2: CC1OCC2C(O1)C(C(C(O2)OC3C4COC(=O)C4C(C5=CC6=C(C=C35)OCO6)C7=CC(=C(C(=C7)OC)O)OC)O)O. Cell line: MCF7. Synergy scores: CSS=34.6, Synergy_ZIP=-2.97, Synergy_Bliss=-3.50, Synergy_Loewe=-2.25, Synergy_HSA=0.218. (6) Cell line: UACC62. Synergy scores: CSS=10.8, Synergy_ZIP=0.679, Synergy_Bliss=0.679, Synergy_Loewe=1.87, Synergy_HSA=0.955. Drug 2: CC12CCC3C(C1CCC2OP(=O)(O)O)CCC4=C3C=CC(=C4)OC(=O)N(CCCl)CCCl.[Na+]. Drug 1: CCN(CC)CCCC(C)NC1=C2C=C(C=CC2=NC3=C1C=CC(=C3)Cl)OC. (7) Drug 1: C1CN1C2=NC(=NC(=N2)N3CC3)N4CC4. Drug 2: C1=CC(=CC=C1CC(C(=O)O)N)N(CCCl)CCCl.Cl. Cell line: HL-60(TB). Synergy scores: CSS=80.7, Synergy_ZIP=-2.15, Synergy_Bliss=-1.94, Synergy_Loewe=-4.14, Synergy_HSA=1.27. (8) Drug 1: COC1=C(C=C2C(=C1)N=CN=C2NC3=CC(=C(C=C3)F)Cl)OCCCN4CCOCC4. Drug 2: CC12CCC3C(C1CCC2=O)CC(=C)C4=CC(=O)C=CC34C. Cell line: SK-MEL-5. Synergy scores: CSS=41.5, Synergy_ZIP=2.31, Synergy_Bliss=4.32, Synergy_Loewe=-7.54, Synergy_HSA=6.70. (9) Drug 1: CCC1=CC2CC(C3=C(CN(C2)C1)C4=CC=CC=C4N3)(C5=C(C=C6C(=C5)C78CCN9C7C(C=CC9)(C(C(C8N6C)(C(=O)OC)O)OC(=O)C)CC)OC)C(=O)OC.C(C(C(=O)O)O)(C(=O)O)O. Drug 2: CCCS(=O)(=O)NC1=C(C(=C(C=C1)F)C(=O)C2=CNC3=C2C=C(C=N3)C4=CC=C(C=C4)Cl)F. Cell line: T-47D. Synergy scores: CSS=34.2, Synergy_ZIP=-8.93, Synergy_Bliss=-1.07, Synergy_Loewe=-11.4, Synergy_HSA=-1.78.